The task is: Predict which catalyst facilitates the given reaction.. This data is from Catalyst prediction with 721,799 reactions and 888 catalyst types from USPTO. (1) Reactant: [F:1][C:2]1[CH:3]=[C:4]2[C:9](=[CH:10][CH:11]=1)[CH:8]=[N:7][C:6]([NH:12][C:13](=[O:43])[O:14][CH2:15][C@@H:16]([N:29]([CH3:42])[C:30]([NH:32][CH2:33][C:34]1[CH:39]=[CH:38][CH:37]=[C:36]([F:40])[C:35]=1[Cl:41])=[O:31])[CH2:17][C:18]([CH3:28])([CH3:27])[CH2:19][O:20][P:21]([O:25]C)([O:23]C)=[O:22])=[CH:5]2.[Si](I)(C)(C)C. Product: [F:1][C:2]1[CH:3]=[C:4]2[C:9](=[CH:10][CH:11]=1)[CH:8]=[N:7][C:6]([NH:12][C:13](=[O:43])[O:14][CH2:15][C@@H:16]([N:29]([CH3:42])[C:30]([NH:32][CH2:33][C:34]1[CH:39]=[CH:38][CH:37]=[C:36]([F:40])[C:35]=1[Cl:41])=[O:31])[CH2:17][C:18]([CH3:27])([CH3:28])[CH2:19][O:20][P:21]([OH:23])([OH:25])=[O:22])=[CH:5]2. The catalyst class is: 10. (2) Reactant: [CH3:1][N:2]1[C:6]2[CH:7]=[CH:8][CH:9]=[CH:10][C:5]=2[N:4]=[C:3]1[CH:11]=[O:12].[BH4-].[Na+]. Product: [OH:12][CH2:11][C:3]1[N:2]([CH3:1])[C:6]2[CH:7]=[CH:8][CH:9]=[CH:10][C:5]=2[N:4]=1. The catalyst class is: 1. (3) Reactant: CC(OC([NH:8][CH:9]([CH3:36])[C:10]([NH:12][C:13]1[N:18]=[C:17]([C:19]#[C:20][C:21]2[CH:26]=[CH:25][CH:24]=[CH:23][CH:22]=2)[C:16]([C:27]2[CH:28]=[C:29]([CH:33]=[CH:34][CH:35]=2)[C:30]([OH:32])=[O:31])=[CH:15][CH:14]=1)=[O:11])=O)(C)C.C(Cl)Cl.C(O)(C(F)(F)F)=O. Product: [NH2:8][CH:9]([CH3:36])[C:10]([NH:12][C:13]1[N:18]=[C:17]([C:19]#[C:20][C:21]2[CH:26]=[CH:25][CH:24]=[CH:23][CH:22]=2)[C:16]([C:27]2[CH:28]=[C:29]([CH:33]=[CH:34][CH:35]=2)[C:30]([OH:32])=[O:31])=[CH:15][CH:14]=1)=[O:11]. The catalyst class is: 11.